This data is from Forward reaction prediction with 1.9M reactions from USPTO patents (1976-2016). The task is: Predict the product of the given reaction. (1) Given the reactants [K].[CH3:2][C:3]1[CH:8]=[CH:7][C:6]([N:9]([C:17]2[CH:24]=[CH:23][C:20]([CH:21]=O)=[CH:19][CH:18]=2)[C:10]2[CH:15]=[CH:14][C:13]([CH3:16])=[CH:12][CH:11]=2)=[CH:5][CH:4]=1.[OH2:25].Cl, predict the reaction product. The product is: [OH:25][C:4]1[CH:5]=[CH:6][CH:7]=[CH:8][C:3]=1[CH:2]=[CH:21][C:20]1[CH:23]=[CH:24][C:17]([N:9]([C:6]2[CH:7]=[CH:8][C:3]([CH3:2])=[CH:4][CH:5]=2)[C:10]2[CH:15]=[CH:14][C:13]([CH3:16])=[CH:12][CH:11]=2)=[CH:18][CH:19]=1. (2) Given the reactants C([NH:4][CH:5]1[CH2:10][CH2:9][N:8]([CH2:11][C:12]2[CH:17]=[CH:16][CH:15]=[CH:14][CH:13]=2)[C:7](=[O:18])[CH2:6]1)C=C.CN1C(=O)CC(=O)N(C)C1=O, predict the reaction product. The product is: [NH2:4][CH:5]1[CH2:10][CH2:9][N:8]([CH2:11][C:12]2[CH:17]=[CH:16][CH:15]=[CH:14][CH:13]=2)[C:7](=[O:18])[CH2:6]1. (3) Given the reactants [F:1][C:2]([F:15])([F:14])[C:3]1[CH:4]=[N:5][C:6]2[CH2:7][CH2:8][NH:9][C:10](=[O:13])[C:11]=2[CH:12]=1.ClC1C(=O)C(C#N)=C(C#N)C(=O)C=1Cl, predict the reaction product. The product is: [F:14][C:2]([F:1])([F:15])[C:3]1[CH:4]=[N:5][C:6]2[CH:7]=[CH:8][NH:9][C:10](=[O:13])[C:11]=2[CH:12]=1. (4) Given the reactants [F:1][C:2]1[C:3]([O:27][CH3:28])=[C:4]([CH:9]2[CH2:14][CH2:13][N:12]([C:15]3[C:16]([C:23]([F:26])([F:25])[F:24])=[C:17]([NH:21][NH2:22])[N:18]=[N:19][CH:20]=3)[CH2:11][CH2:10]2)[C:5]([F:8])=[CH:6][CH:7]=1.C1COCC1.[CH:34]1([CH2:37][C:38](Cl)=[O:39])[CH2:36][CH2:35]1, predict the reaction product. The product is: [CH:34]1([CH2:37][C:38]([NH:22][NH:21][C:17]2[N:18]=[N:19][CH:20]=[C:15]([N:12]3[CH2:13][CH2:14][CH:9]([C:4]4[C:5]([F:8])=[CH:6][CH:7]=[C:2]([F:1])[C:3]=4[O:27][CH3:28])[CH2:10][CH2:11]3)[C:16]=2[C:23]([F:24])([F:25])[F:26])=[O:39])[CH2:36][CH2:35]1.